From a dataset of Merck oncology drug combination screen with 23,052 pairs across 39 cell lines. Regression. Given two drug SMILES strings and cell line genomic features, predict the synergy score measuring deviation from expected non-interaction effect. (1) Drug 1: CCC1(O)CC2CN(CCc3c([nH]c4ccccc34)C(C(=O)OC)(c3cc4c(cc3OC)N(C)C3C(O)(C(=O)OC)C(OC(C)=O)C5(CC)C=CCN6CCC43C65)C2)C1. Drug 2: Cc1nc(Nc2ncc(C(=O)Nc3c(C)cccc3Cl)s2)cc(N2CCN(CCO)CC2)n1. Cell line: PA1. Synergy scores: synergy=7.66. (2) Drug 1: CN(Cc1cnc2nc(N)nc(N)c2n1)c1ccc(C(=O)NC(CCC(=O)O)C(=O)O)cc1. Drug 2: CCN(CC)CCNC(=O)c1c(C)[nH]c(C=C2C(=O)Nc3ccc(F)cc32)c1C. Cell line: PA1. Synergy scores: synergy=-21.0.